From a dataset of Catalyst prediction with 721,799 reactions and 888 catalyst types from USPTO. Predict which catalyst facilitates the given reaction. Reactant: N1C=CN=C1.[C:6]([Si:10](Cl)([CH3:12])[CH3:11])([CH3:9])([CH3:8])[CH3:7].[Cl:14][C:15]1[CH:20]=[CH:19][C:18]([CH:21]([OH:26])[CH2:22][CH:23]([OH:25])[CH3:24])=[CH:17][C:16]=1[F:27]. Product: [Si:10]([O:25][CH:23]([CH3:24])[CH2:22][CH:21]([C:18]1[CH:19]=[CH:20][C:15]([Cl:14])=[C:16]([F:27])[CH:17]=1)[OH:26])([C:6]([CH3:9])([CH3:8])[CH3:7])([CH3:12])[CH3:11]. The catalyst class is: 2.